This data is from Catalyst prediction with 721,799 reactions and 888 catalyst types from USPTO. The task is: Predict which catalyst facilitates the given reaction. (1) Product: [Cl:1][C:2]1[CH:10]=[CH:9][CH:8]=[C:7]2[C:3]=1[C:4]([C:15]([NH:18][CH2:19][C:20]1([OH:28])[CH2:25][CH2:24][CH2:23][CH:22]([CH2:26][CH3:27])[CH2:21]1)=[O:17])=[CH:5][N:6]2[CH2:11][CH2:12][O:13][CH3:14]. The catalyst class is: 3. Reactant: [Cl:1][C:2]1[CH:10]=[CH:9][CH:8]=[C:7]2[C:3]=1[C:4]([C:15]([OH:17])=O)=[CH:5][N:6]2[CH2:11][CH2:12][O:13][CH3:14].[NH2:18][CH2:19][C:20]1([OH:28])[CH2:25][CH2:24][CH2:23][CH:22]([CH2:26][CH3:27])[CH2:21]1.C(Cl)CCl.N1(O)C2C=CC=CC=2N=N1.CCN(C(C)C)C(C)C. (2) Reactant: [CH:1]([C:4]1[C:13]2[O:12][CH2:11][C:10](=[O:14])[NH:9][C:8]=2[CH:7]=[CH:6][CH:5]=1)([CH3:3])[CH3:2].[H-].[Na+].[C:17]([O:21][C:22](=[O:25])[CH2:23]Br)([CH3:20])([CH3:19])[CH3:18].C(O)(=O)CC(CC(O)=O)(C(O)=O)O. Product: [C:17]([O:21][C:22](=[O:25])[CH2:23][N:9]1[C:8]2[CH:7]=[CH:6][CH:5]=[C:4]([CH:1]([CH3:3])[CH3:2])[C:13]=2[O:12][CH2:11][C:10]1=[O:14])([CH3:20])([CH3:19])[CH3:18]. The catalyst class is: 35. (3) Reactant: C(OC(=O)[NH:7][C:8]1[CH:13]=[C:12]([N:14]([CH2:16][CH:17]([CH3:19])[CH3:18])[CH3:15])[C:11]([CH3:20])=[CH:10][C:9]=1[NH:21][C:22](=[O:38])[CH2:23][C:24]([C:26]1[CH:31]=[CH:30][CH:29]=[C:28]([C:32]2[O:36][N:35]=[C:34]([CH3:37])[CH:33]=2)[CH:27]=1)=O)(C)(C)C.C(O)(C(F)(F)F)=O. Product: [CH2:16]([N:14]([CH3:15])[C:12]1[C:11]([CH3:20])=[CH:10][C:9]2[NH:21][C:22](=[O:38])[CH2:23][C:24]([C:26]3[CH:31]=[CH:30][CH:29]=[C:28]([C:32]4[O:36][N:35]=[C:34]([CH3:37])[CH:33]=4)[CH:27]=3)=[N:7][C:8]=2[CH:13]=1)[CH:17]([CH3:19])[CH3:18]. The catalyst class is: 2. (4) Reactant: C([O:3][C:4](=[O:39])[CH2:5][C:6]1[CH:11]=[CH:10][CH:9]=[C:8]([CH2:12][N:13]2[CH2:38][CH2:37][C:16]3([N:20]([CH2:21][CH2:22][C:23]4[CH:28]=[CH:27][C:26]([O:29][CH3:30])=[CH:25][CH:24]=4)[C:19](=[O:31])[N:18]([CH2:32][CH:33]([CH3:35])[CH3:34])[C:17]3=[O:36])[CH2:15][CH2:14]2)[CH:7]=1)C.[Li+].[OH-].Cl. Product: [CH2:32]([N:18]1[C:17](=[O:36])[C:16]2([CH2:37][CH2:38][N:13]([CH2:12][C:8]3[CH:7]=[C:6]([CH2:5][C:4]([OH:39])=[O:3])[CH:11]=[CH:10][CH:9]=3)[CH2:14][CH2:15]2)[N:20]([CH2:21][CH2:22][C:23]2[CH:28]=[CH:27][C:26]([O:29][CH3:30])=[CH:25][CH:24]=2)[C:19]1=[O:31])[CH:33]([CH3:34])[CH3:35]. The catalyst class is: 20. (5) Reactant: [Br:1][C:2]1[CH:20]=[CH:19][C:5]([C:6]([CH:8](C(OCC)=O)C(OCC)=O)=[O:7])=[C:4]([N+:21]([O-:23])=[O:22])[CH:3]=1.OS(O)(=O)=O.[OH-].[Na+]. Product: [Br:1][C:2]1[CH:20]=[CH:19][C:5]([C:6](=[O:7])[CH3:8])=[C:4]([N+:21]([O-:23])=[O:22])[CH:3]=1. The catalyst class is: 15. (6) Reactant: [Br:1][C:2]1[CH:7]=[CH:6][C:5]([C@H:8]2[N:11]([C:12]3[CH:17]=[CH:16][CH:15]=[CH:14][CH:13]=3)[C:10](=[O:18])[C@@H:9]2[CH2:19][CH2:20][C@H:21]([O:29][Si:30]([C:33]([CH3:36])([CH3:35])[CH3:34])([CH3:32])[CH3:31])[C:22]2[CH:27]=[CH:26][C:25]([F:28])=[CH:24][CH:23]=2)=[C:4]([OH:37])[CH:3]=1.[C:38](OC(=O)C)(=[O:40])[CH3:39]. Product: [C:38]([O:37][C:4]1[CH:3]=[C:2]([Br:1])[CH:7]=[CH:6][C:5]=1[C@@H:8]1[C@@H:9]([CH2:19][CH2:20][C@H:21]([O:29][Si:30]([C:33]([CH3:34])([CH3:36])[CH3:35])([CH3:32])[CH3:31])[C:22]2[CH:23]=[CH:24][C:25]([F:28])=[CH:26][CH:27]=2)[C:10](=[O:18])[N:11]1[C:12]1[CH:13]=[CH:14][CH:15]=[CH:16][CH:17]=1)(=[O:40])[CH3:39]. The catalyst class is: 112. (7) Reactant: [OH:1][CH:2]1[CH2:7][CH2:6][NH:5][CH2:4][CH2:3]1.Cl[C:9]1[N:14]=[CH:13][C:12]([CH2:15][CH3:16])=[CH:11][N:10]=1.C([O-])([O-])=O.[K+].[K+]. Product: [CH2:15]([C:12]1[CH:11]=[N:10][C:9]([N:5]2[CH2:6][CH2:7][CH:2]([OH:1])[CH2:3][CH2:4]2)=[N:14][CH:13]=1)[CH3:16]. The catalyst class is: 287. (8) Reactant: C([O:3][C:4](=[O:34])[CH2:5][CH2:6][C:7]1[CH:12]=[CH:11][C:10]([F:13])=[C:9]([F:14])[C:8]=1[O:15][CH2:16][C@H:17]([OH:33])[CH2:18][NH:19][C:20]([CH3:32])([CH3:31])[CH2:21][CH:22]1[CH2:30][C:29]2[C:24](=[CH:25][CH:26]=[CH:27][CH:28]=2)[CH2:23]1)C.[OH-].[Na+]. Product: [F:14][C:9]1[C:8]([O:15][CH2:16][C@H:17]([OH:33])[CH2:18][NH:19][C:20]([CH3:31])([CH3:32])[CH2:21][CH:22]2[CH2:23][C:24]3[C:29](=[CH:28][CH:27]=[CH:26][CH:25]=3)[CH2:30]2)=[C:7]([CH2:6][CH2:5][C:4]([OH:34])=[O:3])[CH:12]=[CH:11][C:10]=1[F:13]. The catalyst class is: 8.